Dataset: Forward reaction prediction with 1.9M reactions from USPTO patents (1976-2016). Task: Predict the product of the given reaction. (1) Given the reactants [F:1][C:2]1[CH:3]=[C:4]([N:21]2[CH2:25][C@H:24]([CH2:26][NH:27][C:28](=[O:30])[CH3:29])[O:23][C:22]2=[O:31])[CH:5]=[C:6]([F:20])[C:7]=1[N:8]1[CH2:13][CH2:12][CH:11](COS(C)(=O)=O)[CH2:10][CH2:9]1.[CH2:32]([N:39]1[CH2:44][CH2:43][N:42]([C:45]2[N:46]=[N:47][NH:48][N:49]=2)[CH2:41][CH2:40]1)[C:33]1[CH:38]=[CH:37][CH:36]=[CH:35][CH:34]=1.C([O-])([O-])=O.[K+].[K+], predict the reaction product. The product is: [CH2:32]([N:39]1[CH2:44][CH2:43][N:42]([C:45]2[N:49]=[N:48][N:47]([CH:11]3[CH2:10][CH2:9][N:8]([C:7]4[C:2]([F:1])=[CH:3][C:4]([N:21]5[CH2:25][C@H:24]([CH2:26][NH:27][C:28](=[O:30])[CH3:29])[O:23][C:22]5=[O:31])=[CH:5][C:6]=4[F:20])[CH2:13][CH2:12]3)[N:46]=2)[CH2:41][CH2:40]1)[C:33]1[CH:34]=[CH:35][CH:36]=[CH:37][CH:38]=1. (2) The product is: [Br-:27].[C:1]([C:4]1[CH:5]=[N+:6]([CH2:23][C:24]2[CH:31]=[CH:30][CH:29]=[CH:28][C:25]=2[CH3:26])[CH:7]=[CH:8][C:9]=1[CH2:10][CH:11]1[CH2:19][C:18]2[C:13](=[CH:14][C:15]([CH3:21])=[C:16]([CH3:20])[CH:17]=2)[C:12]1=[O:22])(=[O:3])[CH3:2]. Given the reactants [C:1]([C:4]1[CH:5]=[N:6][CH:7]=[CH:8][C:9]=1[CH2:10][CH:11]1[CH2:19][C:18]2[C:13](=[CH:14][C:15]([CH3:21])=[C:16]([CH3:20])[CH:17]=2)[C:12]1=[O:22])(=[O:3])[CH3:2].[CH3:23][C:24]1[CH:31]=[CH:30][CH:29]=[CH:28][C:25]=1[CH2:26][Br:27], predict the reaction product. (3) Given the reactants C(N(C(C)C)C(C)C)C.Cl[C:11]1[N:19]=[CH:18][N:17]=[C:16]2[C:12]=1[N:13]=[CH:14][NH:15]2.[NH:20]1[C:24]2[CH:25]=[CH:26][CH:27]=[CH:28][C:23]=2[N:22]=[C:21]1[C:29]1([C:35]#[N:36])[CH2:34][CH2:33][NH:32][CH2:31][CH2:30]1, predict the reaction product. The product is: [NH:20]1[C:24]2[CH:25]=[CH:26][CH:27]=[CH:28][C:23]=2[N:22]=[C:21]1[C:29]1([C:35]#[N:36])[CH2:30][CH2:31][N:32]([C:11]2[N:19]=[CH:18][N:17]=[C:16]3[C:12]=2[N:13]=[CH:14][NH:15]3)[CH2:33][CH2:34]1. (4) Given the reactants [F:1][C:2]1[CH:14]=[CH:13][C:5]([CH2:6][NH:7][CH2:8][C:9]([O:11][CH3:12])=[O:10])=[CH:4][C:3]=1[O:15][CH3:16].CCN(CC)CC.[S:24](Cl)([C:27]1[CH:33]=[CH:32][C:30]([CH3:31])=[CH:29][CH:28]=1)(=[O:26])=[O:25], predict the reaction product. The product is: [F:1][C:2]1[CH:14]=[CH:13][C:5]([CH2:6][N:7]([CH2:8][C:9]([O:11][CH3:12])=[O:10])[S:24]([C:27]2[CH:33]=[CH:32][C:30]([CH3:31])=[CH:29][CH:28]=2)(=[O:26])=[O:25])=[CH:4][C:3]=1[O:15][CH3:16]. (5) Given the reactants Cl.Br[CH2:3][CH2:4][CH2:5][CH2:6][O:7][CH:8]1[CH2:13][CH2:12][NH:11][CH2:10][CH2:9]1.Cl[C:15]([O:17][C:18]1[CH:23]=[CH:22][C:21]([Cl:24])=[CH:20][CH:19]=1)=[O:16].[CH2:25]([NH:27][CH2:28][CH2:29][OH:30])[CH3:26], predict the reaction product. The product is: [Cl:24][C:21]1[CH:22]=[CH:23][C:18]([O:17][C:15]([N:11]2[CH2:12][CH2:13][CH:8]([O:7][CH2:6][CH2:5][CH2:4][CH2:3][N:27]([CH2:25][CH3:26])[CH2:28][CH2:29][OH:30])[CH2:9][CH2:10]2)=[O:16])=[CH:19][CH:20]=1. (6) Given the reactants [NH2:1][C:2]1[C:7]([N+:8]([O-])=O)=[CH:6][CH:5]=[CH:4][C:3]=1[C:11](=[O:13])[CH3:12].[H][H], predict the reaction product. The product is: [NH2:1][C:2]1[C:7]([NH2:8])=[CH:6][CH:5]=[CH:4][C:3]=1[C:11](=[O:13])[CH3:12]. (7) Given the reactants [F:1][C:2]1[CH:32]=[CH:31][C:5]([O:6][C:7]2[CH:30]=[CH:29][C:10]([CH2:11][S:12][C:13]3[NH:14][CH:15]=[C:16]([CH2:20][C:21]4[CH:22]=[N:23][C:24]([O:27][CH3:28])=[N:25][CH:26]=4)[C:17](=[O:19])[N:18]=3)=[CH:9][CH:8]=2)=[CH:4][CH:3]=1.[CH3:33]CN(C(C)C)C(C)C.CI, predict the reaction product. The product is: [F:1][C:2]1[CH:3]=[CH:4][C:5]([O:6][C:7]2[CH:30]=[CH:29][C:10]([CH2:11][S:12][C:13]3[N:14]([CH3:33])[CH:15]=[C:16]([CH2:20][C:21]4[CH:26]=[N:25][C:24]([O:27][CH3:28])=[N:23][CH:22]=4)[C:17](=[O:19])[N:18]=3)=[CH:9][CH:8]=2)=[CH:31][CH:32]=1.